From a dataset of Catalyst prediction with 721,799 reactions and 888 catalyst types from USPTO. Predict which catalyst facilitates the given reaction. Reactant: CO.[BH4-].[Na+].[C:5]1([C:11]2[C:23]([C:24]([C:26]3[N:31]=[C:30]([C:32]([O:34][CH3:35])=[O:33])[CH:29]=[CH:28][CH:27]=3)=[O:25])=[C:14]3[CH:15]=[CH:16][C:17]([C:19]([F:22])([F:21])[F:20])=[CH:18][N:13]3[N:12]=2)[CH:10]=[CH:9][CH:8]=[CH:7][CH:6]=1.[Cl-].[NH4+]. Product: [C:5]1([C:11]2[C:23]([CH:24]([OH:25])[C:26]3[N:31]=[C:30]([C:32]([O:34][CH3:35])=[O:33])[CH:29]=[CH:28][CH:27]=3)=[C:14]3[CH:15]=[CH:16][C:17]([C:19]([F:22])([F:21])[F:20])=[CH:18][N:13]3[N:12]=2)[CH:10]=[CH:9][CH:8]=[CH:7][CH:6]=1. The catalyst class is: 4.